From a dataset of Forward reaction prediction with 1.9M reactions from USPTO patents (1976-2016). Predict the product of the given reaction. (1) Given the reactants [H-].[Na+].[F:3][C:4]([F:13])([F:12])[C:5]1([C:8](OC)=[O:9])[CH2:7][CH2:6]1.[C:14](#[N:16])[CH3:15], predict the reaction product. The product is: [O:9]=[C:8]([C:5]1([C:4]([F:13])([F:12])[F:3])[CH2:7][CH2:6]1)[CH2:15][C:14]#[N:16]. (2) Given the reactants [N+:1]1([O-])[C:2]([C:7]2[CH:12]=[CH:11][CH:10]=[CH:9][N:8]=2)=[CH:3][CH:4]=[CH:5][CH:6]=1.C[Si]([C:18]#[N:19])(C)C.CN(C)C(Cl)=O, predict the reaction product. The product is: [C:18]([C:6]1[N:1]=[C:2]([C:7]2[CH:12]=[CH:11][CH:10]=[CH:9][N:8]=2)[CH:3]=[CH:4][CH:5]=1)#[N:19].